Dataset: Forward reaction prediction with 1.9M reactions from USPTO patents (1976-2016). Task: Predict the product of the given reaction. (1) Given the reactants [N:1]1[CH:6]=[CH:5][CH:4]=[N:3][C:2]=1[NH:7][C:8](=[O:15])OCC(Cl)(Cl)Cl.[C:16]1([C:22]2[N:26]=[C:25]([N:27]3[CH2:32][CH2:31][NH:30][CH2:29][CH2:28]3)[S:24][N:23]=2)[CH:21]=[CH:20][CH:19]=[CH:18][CH:17]=1.C(N(C(C)C)CC)(C)C.CS(C)=O, predict the reaction product. The product is: [C:16]1([C:22]2[N:26]=[C:25]([N:27]3[CH2:32][CH2:31][N:30]([C:8]([NH:7][C:2]4[N:1]=[CH:6][CH:5]=[CH:4][N:3]=4)=[O:15])[CH2:29][CH2:28]3)[S:24][N:23]=2)[CH:17]=[CH:18][CH:19]=[CH:20][CH:21]=1. (2) Given the reactants C1N=CN([C:6](N2C=NC=C2)=[O:7])C=1.C1CCN2C(=NCCC2)CC1.[NH2:24][C:25]1[CH:46]=[CH:45][C:44]([C:47]([F:50])([F:49])[F:48])=[CH:43][C:26]=1[C:27]([NH:29][CH2:30][C:31]1[CH:36]=[C:35]([Cl:37])[CH:34]=[CH:33][C:32]=1[S:38]([CH2:41][CH3:42])(=[O:40])=[O:39])=[O:28].Cl, predict the reaction product. The product is: [Cl:37][C:35]1[CH:34]=[CH:33][C:32]([S:38]([CH2:41][CH3:42])(=[O:40])=[O:39])=[C:31]([CH:36]=1)[CH2:30][N:29]1[C:27](=[O:28])[C:26]2[C:25](=[CH:46][CH:45]=[C:44]([C:47]([F:49])([F:50])[F:48])[CH:43]=2)[NH:24][C:6]1=[O:7]. (3) Given the reactants CON(C)[C:4]([C:6]1[C:7]([CH3:12])=[N:8][O:9][C:10]=1[CH3:11])=[O:5].[CH3:14][Mg]Br.C([O-])([O-])=O.[K+].[K+], predict the reaction product. The product is: [CH3:12][C:7]1[C:6]([C:4](=[O:5])[CH3:14])=[C:10]([CH3:11])[O:9][N:8]=1. (4) Given the reactants [O:1]1[CH2:5][CH2:4][O:3][CH:2]1[C:6]1[CH:11]=[C:10]([O:12][CH3:13])[N:9]=[CH:8][C:7]=1[OH:14].Cl.[Br:16][C:17]1[C:22]([CH2:23]Cl)=[CH:21][CH:20]=[CH:19][N:18]=1.C([O-])([O-])=O.[K+].[K+], predict the reaction product. The product is: [Br:16][C:17]1[C:22]([CH2:23][O:14][C:7]2[C:6]([CH:2]3[O:3][CH2:4][CH2:5][O:1]3)=[CH:11][C:10]([O:12][CH3:13])=[N:9][CH:8]=2)=[CH:21][CH:20]=[CH:19][N:18]=1. (5) Given the reactants [C:1]1([CH:7]2[CH2:13][CH2:12][CH2:11][CH2:10][NH:9][CH2:8]2)[CH:6]=[CH:5][CH:4]=[CH:3][CH:2]=1.[CH:14]([C:16]1[CH:30]=[CH:29][C:19]([O:20][C:21]2[CH:28]=[CH:27][C:24]([C:25]#[N:26])=[CH:23][N:22]=2)=[C:18]([CH3:31])[CH:17]=1)=O.C(O[BH-](OC(=O)C)OC(=O)C)(=O)C.[Na+].C(O)(=O)C, predict the reaction product. The product is: [CH3:31][C:18]1[CH:17]=[C:16]([CH2:14][N:9]2[CH2:10][CH2:11][CH2:12][CH2:13][CH:7]([C:1]3[CH:6]=[CH:5][CH:4]=[CH:3][CH:2]=3)[CH2:8]2)[CH:30]=[CH:29][C:19]=1[O:20][C:21]1[CH:28]=[CH:27][C:24]([C:25]#[N:26])=[CH:23][N:22]=1. (6) Given the reactants Cl[C:2]1[CH:7]=[CH:6][N:5]2[N:8]=[CH:9][CH:10]=[C:4]2[N:3]=1.[I-:11].[Na+].C(Cl)(=O)C.C(=O)([O-])[O-].[Na+].[Na+].S([O-])([O-])(=O)=O.[Na+].[Na+], predict the reaction product. The product is: [I:11][C:2]1[CH:7]=[CH:6][N:5]2[N:8]=[CH:9][CH:10]=[C:4]2[N:3]=1.